This data is from Reaction yield outcomes from USPTO patents with 853,638 reactions. The task is: Predict the reaction yield, written as a fraction of the theoretical maximum amount of product (1.0 means a 100% yield; for example, 0.34 means a 34% yield). (1) The reactants are C1([NH:7][C:8]([C:10]2[C:11](=[O:30])[N:12]([CH2:22][C:23]3[CH:28]=[CH:27][C:26]([F:29])=[CH:25][CH:24]=3)[C:13]3[C:18]([C:19]=2O)=[CH:17][C:16]([CH3:21])=[CH:15][CH:14]=3)=O)CCCCC1.P(Cl)(Cl)([Cl:33])=O. No catalyst specified. The product is [Cl:33][C:19]1[C:18]2[C:13](=[CH:14][CH:15]=[C:16]([CH3:21])[CH:17]=2)[N:12]([CH2:22][C:23]2[CH:28]=[CH:27][C:26]([F:29])=[CH:25][CH:24]=2)[C:11](=[O:30])[C:10]=1[C:8]#[N:7]. The yield is 0.470. (2) The reactants are [CH3:1][O:2][C:3]([C:5]1[C:6]2[CH:14]=[N:13][N:12]([CH2:15][C:16]3[CH:21]=[CH:20][C:19]([O:22][CH3:23])=[CH:18][CH:17]=3)[C:7]=2[N:8]=[C:9]([OH:11])[CH:10]=1)=[O:4].C(N(CC)CC)C.[F:31][C:32]([F:45])([F:44])[S:33](O[S:33]([C:32]([F:45])([F:44])[F:31])(=[O:35])=[O:34])(=[O:35])=[O:34].C(=O)(O)[O-].[Na+]. The catalyst is ClCCl. The product is [CH3:1][O:2][C:3]([C:5]1[C:6]2[CH:14]=[N:13][N:12]([CH2:15][C:16]3[CH:21]=[CH:20][C:19]([O:22][CH3:23])=[CH:18][CH:17]=3)[C:7]=2[N:8]=[C:9]([O:11][S:33]([C:32]([F:45])([F:44])[F:31])(=[O:35])=[O:34])[CH:10]=1)=[O:4]. The yield is 0.760. (3) The reactants are [Cl:1][C:2]1[CH:3]=[C:4]([C:8]2[N:13]=[C:12]3[CH2:14][CH2:15][CH2:16][C:11]3=[C:10]([NH:17][C:18]3[CH:30]=[CH:29][C:21]([O:22][CH:23]([CH3:28])[C:24](OC)=[O:25])=[CH:20][CH:19]=3)[CH:9]=2)[CH:5]=[CH:6][CH:7]=1.CC(C[AlH]CC(C)C)C. The catalyst is ClCCl. The product is [ClH:1].[Cl:1][C:2]1[CH:3]=[C:4]([C:8]2[N:13]=[C:12]3[CH2:14][CH2:15][CH2:16][C:11]3=[C:10]([NH:17][C:18]3[CH:19]=[CH:20][C:21]([O:22][CH:23]([CH3:28])[CH2:24][OH:25])=[CH:29][CH:30]=3)[CH:9]=2)[CH:5]=[CH:6][CH:7]=1. The yield is 0.660. (4) The reactants are C(O[C:4](=[O:20])[CH2:5][C:6]([O:17][CH2:18][CH3:19])=[N:7][C:8]1[CH:13]=[CH:12][CH:11]=[C:10]([O:14][CH3:15])[C:9]=1[CH3:16])C.CCOC(C)=O.CCCCCC. The catalyst is C1(OC2C=CC=CC=2)C=CC=CC=1. The product is [CH2:18]([O:17][C:6]1[CH:5]=[C:4]([OH:20])[C:13]2[C:8](=[C:9]([CH3:16])[C:10]([O:14][CH3:15])=[CH:11][CH:12]=2)[N:7]=1)[CH3:19]. The yield is 0.680. (5) The reactants are C[O:2][C:3]([C@H:5]1[CH2:10][CH2:9][C@H:8]([O:11][C:12]2[CH:17]=[CH:16][CH:15]=[CH:14][N:13]=2)[CH2:7][CH2:6]1)=O.O.[NH2:19][NH2:20]. The catalyst is C(O)CCC. The product is [N:13]1[CH:14]=[CH:15][CH:16]=[CH:17][C:12]=1[O:11][C@H:8]1[CH2:9][CH2:10][C@H:5]([C:3]([NH:19][NH2:20])=[O:2])[CH2:6][CH2:7]1. The yield is 0.960. (6) The yield is 0.810. The reactants are [NH2:1][C:2]1[CH:23]=[CH:22][C:5]([O:6][C:7]2[CH:8]=[CH:9][C:10]3[N:11]([CH:13]=[C:14]([NH:16][C:17]([CH:19]4[CH2:21][CH2:20]4)=[O:18])[N:15]=3)[CH:12]=2)=[C:4](F)[CH:3]=1.[F:25][C:26]1[CH:31]=[C:30]([F:32])[CH:29]=[CH:28][C:27]=1[N:33]1[C:38]([CH3:39])=[CH:37][CH:36]=[C:35]([C:40](O)=[O:41])[C:34]1=[O:43].CN(C(ON1N=NC2C=CC=NC1=2)=[N+](C)C)C.[F:61][P-](F)(F)(F)(F)F.C(N(CC)C(C)C)(C)C.C(=O)([O-])O.[Na+]. The catalyst is CN(C)C(=O)C. The product is [CH:19]1([C:17]([NH:16][C:14]2[N:15]=[C:10]3[CH:9]=[CH:8][C:7]([O:6][C:5]4[CH:22]=[CH:23][C:2]([NH:1][C:40]([C:35]5[C:34](=[O:43])[N:33]([C:27]6[CH:28]=[CH:29][C:30]([F:32])=[CH:31][C:26]=6[F:25])[C:38]([CH3:39])=[CH:37][CH:36]=5)=[O:41])=[C:3]([F:61])[CH:4]=4)=[CH:12][N:11]3[CH:13]=2)=[O:18])[CH2:21][CH2:20]1.